From a dataset of Catalyst prediction with 721,799 reactions and 888 catalyst types from USPTO. Predict which catalyst facilitates the given reaction. (1) The catalyst class is: 22. Product: [NH2:1][C:2]1[C:11]2[N:12]=[C:13]([CH2:35][O:36][CH2:37][CH3:38])[N:14]([CH2:15][CH2:16][CH2:17][N:18]([CH2:19][C:20]3[CH:21]=[C:22]([CH:32]=[CH:33][CH:34]=3)[O:23][C:24]([CH3:30])([CH3:31])[C:25]([O:27][CH2:28][CH3:29])=[O:26])[C:41](=[O:42])[CH2:40][Cl:39])[C:10]=2[C:9]2[CH:8]=[CH:7][CH:6]=[CH:5][C:4]=2[N:3]=1. Reactant: [NH2:1][C:2]1[C:11]2[N:12]=[C:13]([CH2:35][O:36][CH2:37][CH3:38])[N:14]([CH2:15][CH2:16][CH2:17][NH:18][CH2:19][C:20]3[CH:21]=[C:22]([CH:32]=[CH:33][CH:34]=3)[O:23][C:24]([CH3:31])([CH3:30])[C:25]([O:27][CH2:28][CH3:29])=[O:26])[C:10]=2[C:9]2[CH:8]=[CH:7][CH:6]=[CH:5][C:4]=2[N:3]=1.[Cl:39][CH2:40][C:41](Cl)=[O:42]. (2) Reactant: [Br:1][C:2]1[CH:3]=[C:4]([CH:20]=[CH:21][CH:22]=1)[CH2:5][N:6]1[C:14]2[C:13](=[O:15])[N:12]([CH3:16])[C:11](=[O:17])[N:10]([CH3:18])[C:9]=2[N:8]=[C:7]1[SH:19].Br[C:24]([CH3:34])([CH3:33])[C:25]([NH:27][CH:28]([CH2:31][CH3:32])[CH2:29][OH:30])=[O:26].C(=O)([O-])[O-].[K+].[K+]. Product: [Br:1][C:2]1[CH:3]=[C:4]([CH:20]=[CH:21][CH:22]=1)[CH2:5][N:6]1[C:14]2[C:13](=[O:15])[N:12]([CH3:16])[C:11](=[O:17])[N:10]([CH3:18])[C:9]=2[N:8]=[C:7]1[S:19][C:24]([CH3:33])([CH3:34])[C:25]([NH:27][CH:28]([CH2:31][CH3:32])[CH2:29][OH:30])=[O:26]. The catalyst class is: 39. (3) Reactant: C[O:2][C:3](=[O:16])[C:4]1[C:9]([O:10][CH3:11])=[C:8]([C:12]([O:14][CH3:15])=[O:13])[CH:7]=[N:6][CH:5]=1.[OH-].[Na+]. Product: [CH3:11][O:10][C:9]1[C:4]([C:3]([OH:16])=[O:2])=[CH:5][N:6]=[CH:7][C:8]=1[C:12]([O:14][CH3:15])=[O:13]. The catalyst class is: 24. (4) Reactant: [O:1]1[C:5]2[CH:6]=[CH:7][CH:8]=[CH:9][C:4]=2[C:3]([NH:10][C:11]2[CH:16]=[CH:15][C:14](B3[O:21][C:20]([CH3:23])(C)C(C)(C)O3)=[CH:13][CH:12]=2)=[N:2]1.I[C:27]1[C:35]2[C:30](=[N:31][CH:32]=[N:33][C:34]=2[NH2:36])[N:29]([C@H:37]2[CH2:42][CH2:41][C@H:40]([N:43]3[CH2:48][CH2:47][N:46]([CH3:49])[CH2:45][CH2:44]3)[CH2:39][CH2:38]2)[N:28]=1.C(=O)([O-])[O-:51].[Na+].[Na+]. Product: [C:20]([OH:51])(=[O:21])[CH3:23].[NH2:36][C:34]1[N:33]=[CH:32][N:31]=[C:30]2[N:29]([C@H:37]3[CH2:42][CH2:41][C@H:40]([N:43]4[CH2:44][CH2:45][N:46]([CH3:49])[CH2:47][CH2:48]4)[CH2:39][CH2:38]3)[N:28]=[C:27]([C:14]3[CH:13]=[CH:12][C:11]([NH:10][C:3]4[C:4]5[CH:9]=[CH:8][CH:7]=[CH:6][C:5]=5[O:1][N:2]=4)=[CH:16][CH:15]=3)[C:35]=12. The catalyst class is: 149. (5) Reactant: [C-:1]1([CH2:6][C:7](Cl)=[O:8])[CH:5]=[CH:4][CH:3]=[CH:2]1.[CH-:10]1[CH:14]=[CH:13][CH:12]=[CH:11]1.[Fe+2:15].N1C=CC=CC=1.[OH2:22]. Product: [C-:1]1([CH2:6][C:7]([OH:8])=[O:22])[CH:5]=[CH:4][CH:3]=[CH:2]1.[CH-:10]1[CH:14]=[CH:13][CH:12]=[CH:11]1.[Fe+2:15]. The catalyst class is: 277. (6) Reactant: [NH2:1][CH2:2][C@@H:3]1[C@H:7]2[O:8][C:9]([CH3:12])([CH3:11])[O:10][C@H:6]2[C@H:5]([N:13]2[C:17]3[N:18]=[CH:19][N:20]=[C:21]([NH:22][CH2:23][C:24]4[CH:29]=[CH:28][C:27]([O:30][CH3:31])=[CH:26][C:25]=4[O:32][CH3:33])[C:16]=3[CH:15]=[CH:14]2)[CH2:4]1.ClCCCl.O=[C:39]1[CH2:42][CH:41]([CH2:43][CH2:44][C:45]([O:47][CH2:48][CH3:49])=[O:46])[CH2:40]1.C(O)(=O)C.C(O[BH-](OC(=O)C)OC(=O)C)(=O)C.[Na+]. The catalyst class is: 2. Product: [CH3:33][O:32][C:25]1[CH:26]=[C:27]([O:30][CH3:31])[CH:28]=[CH:29][C:24]=1[CH2:23][NH:22][C:21]1[C:16]2[CH:15]=[CH:14][N:13]([C@H:5]3[C@@H:6]4[O:10][C:9]([CH3:12])([CH3:11])[O:8][C@@H:7]4[C@@H:3]([CH2:2][NH:1][CH:39]4[CH2:40][CH:41]([CH2:43][CH2:44][C:45]([O:47][CH2:48][CH3:49])=[O:46])[CH2:42]4)[CH2:4]3)[C:17]=2[N:18]=[CH:19][N:20]=1. (7) Reactant: C([O:8][C:9]1[C:10]([CH3:22])=[C:11]([CH3:21])[C:12]2[O:17][C:16]([CH3:19])([CH3:18])[O:15][CH2:14][C:13]=2[CH:20]=1)C1C=CC=CC=1.[H][H]. Product: [CH3:18][C:16]1([CH3:19])[O:15][CH2:14][C:13]2[CH:20]=[C:9]([OH:8])[C:10]([CH3:22])=[C:11]([CH3:21])[C:12]=2[O:17]1. The catalyst class is: 50.